From a dataset of NCI-60 drug combinations with 297,098 pairs across 59 cell lines. Regression. Given two drug SMILES strings and cell line genomic features, predict the synergy score measuring deviation from expected non-interaction effect. Drug 1: CS(=O)(=O)CCNCC1=CC=C(O1)C2=CC3=C(C=C2)N=CN=C3NC4=CC(=C(C=C4)OCC5=CC(=CC=C5)F)Cl. Drug 2: C1=NNC2=C1C(=O)NC=N2. Cell line: LOX IMVI. Synergy scores: CSS=4.69, Synergy_ZIP=-2.94, Synergy_Bliss=-1.46, Synergy_Loewe=2.93, Synergy_HSA=-1.59.